From a dataset of Reaction yield outcomes from USPTO patents with 853,638 reactions. Predict the reaction yield, written as a fraction of the theoretical maximum amount of product (1.0 means a 100% yield; for example, 0.34 means a 34% yield). (1) The reactants are Cl[C:2]1[CH:3]=[CH:4][C:5]2[N:6]([CH:8]=[C:9]([C:11]([N:13]3[CH2:18][CH2:17][CH:16]([C:19]4[CH:24]=[CH:23][CH:22]=[CH:21][C:20]=4[C:25]([F:28])([F:27])[F:26])[CH2:15][CH2:14]3)=[O:12])[N:10]=2)[N:7]=1.[NH:29]1[CH2:34][CH2:33][O:32][CH2:31][CH2:30]1. No catalyst specified. The product is [O:32]1[CH2:33][CH2:34][N:29]([C:2]2[CH:3]=[CH:4][C:5]3[N:6]([CH:8]=[C:9]([C:11]([N:13]4[CH2:18][CH2:17][CH:16]([C:19]5[CH:24]=[CH:23][CH:22]=[CH:21][C:20]=5[C:25]([F:28])([F:27])[F:26])[CH2:15][CH2:14]4)=[O:12])[N:10]=3)[N:7]=2)[CH2:30][CH2:31]1. The yield is 0.440. (2) The reactants are [CH3:1][C:2]1[O:6][N:5]=[C:4]([C:7]2[CH:12]=[CH:11][CH:10]=[CH:9][CH:8]=2)[C:3]=1[CH2:13][O:14][C:15]1[CH:23]=[CH:22][C:18]([C:19]([OH:21])=O)=[CH:17][N:16]=1.[NH2:24][CH2:25][CH2:26][O:27][CH:28]([CH3:30])[CH3:29]. No catalyst specified. The product is [CH:28]([O:27][CH2:26][CH2:25][NH:24][C:19](=[O:21])[C:18]1[CH:22]=[CH:23][C:15]([O:14][CH2:13][C:3]2[C:4]([C:7]3[CH:8]=[CH:9][CH:10]=[CH:11][CH:12]=3)=[N:5][O:6][C:2]=2[CH3:1])=[N:16][CH:17]=1)([CH3:30])[CH3:29]. The yield is 0.740. (3) The reactants are [H-].[Na+].[CH:3]1[C:13]2[C:12]3[CH:14]=[CH:15][CH:16]=[CH:17][C:11]=3[CH2:10][C:9](=[O:18])[NH:8][C:7]=2[CH:6]=[CH:5][CH:4]=1.[CH3:19]I. The catalyst is CN(C=O)C.C(Cl)Cl.O. The product is [CH3:19][CH:10]1[C:9](=[O:18])[NH:8][C:7]2[CH:6]=[CH:5][CH:4]=[CH:3][C:13]=2[C:12]2[CH:14]=[CH:15][CH:16]=[CH:17][C:11]1=2. The yield is 0.630. (4) The reactants are [Cl:1][C:2]1[C:3]([O:12][C:13]2[CH:18]=[C:17]([OH:19])[CH:16]=[CH:15][C:14]=2/[CH:20]=[CH:21]/[C:22]([O:24][CH2:25][CH3:26])=[O:23])=[N:4][CH:5]=[C:6]([C:8]([F:11])([F:10])[F:9])[CH:7]=1.C(=O)([O-])[O-].[K+].[K+].CC1C=CC(S(O[CH2:44][CH2:45][CH2:46][S:47]([CH3:50])(=[O:49])=[O:48])(=O)=O)=CC=1.Cl. The catalyst is CN(C)C=O. The product is [Cl:1][C:2]1[C:3]([O:12][C:13]2[CH:18]=[C:17]([O:19][CH2:44][CH2:45][CH2:46][S:47]([CH3:50])(=[O:49])=[O:48])[CH:16]=[CH:15][C:14]=2/[CH:20]=[CH:21]/[C:22]([O:24][CH2:25][CH3:26])=[O:23])=[N:4][CH:5]=[C:6]([C:8]([F:9])([F:11])[F:10])[CH:7]=1. The yield is 0.970. (5) The reactants are CC1C=CC(S(O[CH2:12][CH2:13][N:14]2[CH:18]=[C:17]([I:19])[CH:16]=[N:15]2)(=O)=O)=CC=1.[CH3:20][N:21]1[CH2:26][CH2:25][NH:24][CH2:23][CH2:22]1. The catalyst is C(#N)C. The product is [I:19][C:17]1[CH:16]=[N:15][N:14]([CH2:13][CH2:12][N:24]2[CH2:25][CH2:26][N:21]([CH3:20])[CH2:22][CH2:23]2)[CH:18]=1. The yield is 0.680. (6) The reactants are Br[CH2:2][CH2:3][C:4]([NH2:6])=[O:5].[C:7]([O:11][C:12](=[O:25])[NH:13][CH2:14][CH2:15][CH2:16][CH2:17][C:18]1[CH:23]=[CH:22][C:21]([SH:24])=[CH:20][CH:19]=1)([CH3:10])([CH3:9])[CH3:8]. The catalyst is C1COCC1.CN1CCOCC1. The product is [C:7]([O:11][C:12](=[O:25])[NH:13][CH2:14][CH2:15][CH2:16][CH2:17][C:18]1[CH:19]=[CH:20][C:21]([S:24][CH2:2][CH2:3][C:4](=[O:5])[NH2:6])=[CH:22][CH:23]=1)([CH3:10])([CH3:8])[CH3:9]. The yield is 0.800.